Dataset: Reaction yield outcomes from USPTO patents with 853,638 reactions. Task: Predict the reaction yield, written as a fraction of the theoretical maximum amount of product (1.0 means a 100% yield; for example, 0.34 means a 34% yield). (1) The reactants are [CH3:13][C:12]([O:11][C:9](O[C:9]([O:11][C:12]([CH3:15])([CH3:14])[CH3:13])=[O:10])=[O:10])([CH3:15])[CH3:14].[NH2:16][CH2:17][C:18]1[CH:23]=[CH:22][C:21]([C:24]2[CH:29]=[CH:28][CH:27]=[CH:26][C:25]=2[O:30][CH2:31][CH3:32])=[C:20]([NH2:33])[CH:19]=1. The catalyst is O1CCOCC1. The product is [C:12]([O:11][C:9](=[O:10])[NH:16][CH2:17][C:18]1[CH:23]=[CH:22][C:21]([C:24]2[CH:29]=[CH:28][CH:27]=[CH:26][C:25]=2[O:30][CH2:31][CH3:32])=[C:20]([NH2:33])[CH:19]=1)([CH3:13])([CH3:14])[CH3:15]. The yield is 0.310. (2) The reactants are [C:1]([C:3]1[CH:11]=[CH:10][C:6]([C:7]([OH:9])=O)=[C:5]([F:12])[C:4]=1[F:13])#[N:2].C(Cl)(=O)C(Cl)=O.C(C1C=CC(C(Cl)=O)=C(F)C=1F)#N.[Br:33][C:34]1[CH:40]=[C:39]([C:41]([F:50])([C:46]([F:49])([F:48])[F:47])[C:42]([F:45])([F:44])[F:43])[CH:38]=[C:37]([C:51]([F:54])([F:53])[F:52])[C:35]=1[NH2:36]. The catalyst is ClCCl.CN(C=O)C.CN1C(=O)N(C)CC1.C(OCC)(=O)C.O. The product is [Br:33][C:34]1[CH:40]=[C:39]([C:41]([F:50])([C:42]([F:44])([F:45])[F:43])[C:46]([F:47])([F:49])[F:48])[CH:38]=[C:37]([C:51]([F:52])([F:53])[F:54])[C:35]=1[NH:36][C:7](=[O:9])[C:6]1[CH:10]=[CH:11][C:3]([C:1]#[N:2])=[C:4]([F:13])[C:5]=1[F:12]. The yield is 0.270. (3) The reactants are [NH2:1][C:2]1[N:7]=[C:6]([NH2:8])[C:5]([CH2:9][C:10]2[CH:21]=[C:20]([O:22][CH3:23])[C:13]([O:14][CH2:15][C:16]([O:18]C)=[O:17])=[C:12]([O:24][CH3:25])[CH:11]=2)=[CH:4][N:3]=1.O.[Li+].[OH-]. The catalyst is CO. The product is [NH2:1][C:2]1[N:7]=[C:6]([NH2:8])[C:5]([CH2:9][C:10]2[CH:21]=[C:20]([O:22][CH3:23])[C:13]([O:14][CH2:15][C:16]([OH:18])=[O:17])=[C:12]([O:24][CH3:25])[CH:11]=2)=[CH:4][N:3]=1. The yield is 0.800. (4) The reactants are [N:1]1([CH:6]2[CH2:20][CH:9]3[CH2:10][N:11](C(OC(C)(C)C)=O)[CH2:12][CH:8]3[CH2:7]2)[CH:5]=[N:4][N:3]=[N:2]1. The catalyst is Cl.O1CCOCC1. The product is [N:1]1([CH:6]2[CH2:20][CH:9]3[CH2:10][NH:11][CH2:12][CH:8]3[CH2:7]2)[CH:5]=[N:4][N:3]=[N:2]1. The yield is 0.920.